Dataset: Catalyst prediction with 721,799 reactions and 888 catalyst types from USPTO. Task: Predict which catalyst facilitates the given reaction. Reactant: ClCCNC([N:7]1[C:11]([CH3:12])=[CH:10][C:9]([NH:13][C:14]([NH:16][CH2:17][CH2:18]Cl)=[O:15])=[N:8]1)=O.[O-]CC.[Na+].[Na].C(O)C. Product: [CH3:12][C:11]1[NH:7][N:8]=[C:9]([N:13]2[CH2:18][CH2:17][NH:16][C:14]2=[O:15])[CH:10]=1. The catalyst class is: 1.